This data is from Reaction yield outcomes from USPTO patents with 853,638 reactions. The task is: Predict the reaction yield, written as a fraction of the theoretical maximum amount of product (1.0 means a 100% yield; for example, 0.34 means a 34% yield). The reactants are [N+:1]([C:4]1[CH:9]=[CH:8][C:7]([N:10]2[CH2:14][CH2:13][CH:12]([NH:15]C(=O)C)[CH2:11]2)=[CH:6][CH:5]=1)([O-:3])=[O:2].Cl.[OH-].[Na+]. The catalyst is O. The product is [N+:1]([C:4]1[CH:9]=[CH:8][C:7]([N:10]2[CH2:11][CH:12]([NH2:15])[CH2:13][CH2:14]2)=[CH:6][CH:5]=1)([O-:3])=[O:2]. The yield is 0.890.